Dataset: NCI-60 drug combinations with 297,098 pairs across 59 cell lines. Task: Regression. Given two drug SMILES strings and cell line genomic features, predict the synergy score measuring deviation from expected non-interaction effect. Drug 1: C1CCC(CC1)NC(=O)N(CCCl)N=O. Drug 2: C1=CC=C(C=C1)NC(=O)CCCCCCC(=O)NO. Cell line: NCIH23. Synergy scores: CSS=20.9, Synergy_ZIP=0.233, Synergy_Bliss=2.47, Synergy_Loewe=0.637, Synergy_HSA=4.91.